The task is: Predict which catalyst facilitates the given reaction.. This data is from Catalyst prediction with 721,799 reactions and 888 catalyst types from USPTO. (1) Reactant: [C:1]([O:5][C:6](=[O:50])[CH2:7][C@H:8]([NH:24][C:25]([C@@H:27]1[CH2:32][CH2:31][CH2:30][N:29]([C:33](=[O:49])[CH2:34][CH2:35][CH:36]2[CH2:41][CH2:40][N:39]([C:42]([O:44][C:45]([CH3:48])([CH3:47])[CH3:46])=[O:43])[CH2:38][CH2:37]2)[CH2:28]1)=[O:26])[C:9]1[CH:10]=[N:11][CH:12]=[C:13]([C:15]#[C:16][C:17]2[CH:22]=[CH:21][C:20]([OH:23])=[CH:19][CH:18]=2)[CH:14]=1)([CH3:4])([CH3:3])[CH3:2]. Product: [C:1]([O:5][C:6](=[O:50])[CH2:7][C@H:8]([NH:24][C:25]([C@@H:27]1[CH2:32][CH2:31][CH2:30][N:29]([C:33](=[O:49])[CH2:34][CH2:35][CH:36]2[CH2:41][CH2:40][N:39]([C:42]([O:44][C:45]([CH3:48])([CH3:47])[CH3:46])=[O:43])[CH2:38][CH2:37]2)[CH2:28]1)=[O:26])[C:9]1[CH:10]=[N:11][CH:12]=[C:13]([CH2:15][CH2:16][C:17]2[CH:22]=[CH:21][C:20]([OH:23])=[CH:19][CH:18]=2)[CH:14]=1)([CH3:2])([CH3:4])[CH3:3]. The catalyst class is: 407. (2) Reactant: ClC(Cl)(Cl)CO[C:5](=[O:20])[NH:6][C:7]1[CH:12]=[CH:11][CH:10]=[C:9]([O:13][C:14]2[CH:15]=[N:16][CH:17]=[CH:18][CH:19]=2)[CH:8]=1.[NH2:23][C:24]1[NH:28][N:27]=[C:26]([C:29]([CH3:32])([CH3:31])[CH3:30])[CH:25]=1.CCN(C(C)C)C(C)C.O. Product: [C:29]([C:26]1[CH:25]=[C:24]([NH:23][C:5]([NH:6][C:7]2[CH:12]=[CH:11][CH:10]=[C:9]([O:13][C:14]3[CH:15]=[N:16][CH:17]=[CH:18][CH:19]=3)[CH:8]=2)=[O:20])[NH:28][N:27]=1)([CH3:32])([CH3:31])[CH3:30]. The catalyst class is: 3. (3) Reactant: [CH3:1][S:2]([CH2:5][C:6]([OH:8])=O)(=[O:4])=[O:3].CCN=C=NCCCN(C)C.C1C=CC2N(O)N=NC=2C=1.CCN(C(C)C)C(C)C.OC(C(F)(F)F)=O.[C:46]1([C:52]2[CH:57]=[C:56]([CH:58]3[CH2:63][CH2:62][NH:61][CH2:60][CH2:59]3)[CH:55]=[CH:54][C:53]=2[NH:64][C:65]([C:67]2[NH:68][CH:69]=[C:70]([C:72]#[N:73])[N:71]=2)=[O:66])[CH2:51][CH2:50][CH2:49][CH2:48][CH:47]=1.CCN(CC)CC. Product: [C:46]1([C:52]2[CH:57]=[C:56]([CH:58]3[CH2:59][CH2:60][N:61]([C:6](=[O:8])[CH2:5][S:2]([CH3:1])(=[O:4])=[O:3])[CH2:62][CH2:63]3)[CH:55]=[CH:54][C:53]=2[NH:64][C:65]([C:67]2[NH:68][CH:69]=[C:70]([C:72]#[N:73])[N:71]=2)=[O:66])[CH2:51][CH2:50][CH2:49][CH2:48][CH:47]=1. The catalyst class is: 2. (4) Reactant: [NH:1](C(C)=O)[C@H](C(N[C@H](C(O)=O)CCCCN)=O)CC1C=CC=CC=1.N(C(C)=O)[C@H](C(N[C@H](C(O)=O)CCCCNC(=C1C(=O)CC(C)(C)CC1=O)CC(C)C)=O)CC1C=CC=CC=1.C(O)(C(F)(F)F)=O.N1CCCCC1.NN.[NH2:79][C@H:80]([C:88]([OH:90])=[O:89])[CH2:81][C:82]1[CH:87]=[CH:86][CH:85]=[CH:84][CH:83]=1.N[C@H](C(O)=O)CCCCN. Product: [NH3:1].[NH2:79][C@H:80]([C:88]([OH:90])=[O:89])[CH2:81][C:82]1[CH:87]=[CH:86][CH:85]=[CH:84][CH:83]=1. The catalyst class is: 583.